Dataset: TCR-epitope binding with 47,182 pairs between 192 epitopes and 23,139 TCRs. Task: Binary Classification. Given a T-cell receptor sequence (or CDR3 region) and an epitope sequence, predict whether binding occurs between them. (1) The epitope is KLWAQCVQL. The TCR CDR3 sequence is CASSLGHSNGYTF. Result: 1 (the TCR binds to the epitope). (2) The TCR CDR3 sequence is CATLVDLNTGELFF. Result: 1 (the TCR binds to the epitope). The epitope is YLQPRTFLL. (3) The epitope is TPRVTGGGAM. The TCR CDR3 sequence is CASSEWDRGNQPQHF. Result: 0 (the TCR does not bind to the epitope). (4) The epitope is VTEHDTLLY. The TCR CDR3 sequence is CASSWSGGGARDTQYF. Result: 1 (the TCR binds to the epitope). (5) The epitope is ATDALMTGY. The TCR CDR3 sequence is CASSLSSHYGYTF. Result: 1 (the TCR binds to the epitope). (6) Result: 0 (the TCR does not bind to the epitope). The epitope is EIYKRWII. The TCR CDR3 sequence is CASSPGTGAYEQYF.